From a dataset of Forward reaction prediction with 1.9M reactions from USPTO patents (1976-2016). Predict the product of the given reaction. (1) Given the reactants [CH3:1][O:2][CH2:3][C@@H:4]([O:6][C:7]1[CH:8]=[C:9]([CH:14]=[C:15]([O:17]CC2C=CC=CC=2)[CH:16]=1)[C:10]([O:12][CH3:13])=[O:11])[CH3:5], predict the reaction product. The product is: [OH:17][C:15]1[CH:14]=[C:9]([CH:8]=[C:7]([O:6][C@@H:4]([CH3:5])[CH2:3][O:2][CH3:1])[CH:16]=1)[C:10]([O:12][CH3:13])=[O:11]. (2) The product is: [Si:1]([O:8][C@H:9]1[CH2:18][C:17]([CH3:20])([CH3:19])[CH2:16][C:15]2[N:14]=[C:13]([CH:21]3[CH2:22][CH2:23][CH2:24][CH2:25]3)[C:12]([C@H:26]([C:33]3[CH:34]=[CH:35][C:30]([F:29])=[CH:31][CH:32]=3)[OH:27])=[C:11]([I:28])[C:10]1=2)([C:4]([CH3:5])([CH3:6])[CH3:7])([CH3:3])[CH3:2]. Given the reactants [Si:1]([O:8][C@H:9]1[CH2:18][C:17]([CH3:20])([CH3:19])[CH2:16][C:15]2[N:14]=[C:13]([CH:21]3[CH2:25][CH2:24][CH2:23][CH2:22]3)[C:12]([CH:26]=[O:27])=[C:11]([I:28])[C:10]1=2)([C:4]([CH3:7])([CH3:6])[CH3:5])([CH3:3])[CH3:2].[F:29][C:30]1[CH:35]=[CH:34][C:33]([Mg]Br)=[CH:32][CH:31]=1, predict the reaction product. (3) The product is: [C:28]([O:27][C:25]([N:32]1[CH2:37][CH2:36][CH:35]([O:23][C:22]([C:7]2[CH:6]=[C:5]3[C:10]([S:11](=[O:21])(=[O:20])[NH:12][C:13]4[C:4]3=[CH:3][C:2]([Cl:1])=[C:19]3[C:14]=4[N:15]=[CH:16][CH:17]=[CH:18]3)=[CH:9][CH:8]=2)=[O:24])[CH2:34][CH2:33]1)=[O:26])([CH3:31])([CH3:29])[CH3:30]. Given the reactants [Cl:1][C:2]1[CH:3]=[C:4]2[C:13](=[C:14]3[C:19]=1[CH:18]=[CH:17][CH:16]=[N:15]3)[NH:12][S:11](=[O:21])(=[O:20])[C:10]1[C:5]2=[CH:6][C:7]([C:22]([OH:24])=[O:23])=[CH:8][CH:9]=1.[C:25]([N:32]1[CH2:37][CH2:36][CH:35](O)[CH2:34][CH2:33]1)([O:27][C:28]([CH3:31])([CH3:30])[CH3:29])=[O:26].CCN=C=NCCCN(C)C.Cl.C1C=CC2N(O)N=NC=2C=1, predict the reaction product. (4) Given the reactants CC1(CO[C:10]2[C:18]3[C:17]4[CH:19]=[C:20]([C:23]#[N:24])[N:21]=[CH:22][C:16]=4[N:15](COCC[Si](C)(C)C)[C:14]=3[N:13]=[CH:12][CH:11]=2)CCCNC1.Br.[OH-:34].[Na+].Cl, predict the reaction product. The product is: [CH3:17][C:18]1([O:34][C:12]2[CH:11]=[CH:10][C:18]3[C:17]4[CH:19]=[C:20]([C:23]#[N:24])[N:21]=[CH:22][C:16]=4[NH:15][C:14]=3[N:13]=2)[CH2:10][CH2:11][CH2:12][NH:13][CH2:14]1. (5) Given the reactants Cl.[NH2:2][C:3]1([C:9]([OH:11])=[O:10])[CH2:8][CH2:7][O:6][CH2:5][CH2:4]1.[CH3:12][Si](C=[N+]=[N-])(C)C.C(OCC)C, predict the reaction product. The product is: [NH2:2][C:3]1([C:9]([O:11][CH3:12])=[O:10])[CH2:8][CH2:7][O:6][CH2:5][CH2:4]1. (6) Given the reactants [Br:1][C:2]1[C:3]([CH:9](Br)Br)=[N:4][C:5]([Br:8])=[CH:6][CH:7]=1.[OH2:12], predict the reaction product. The product is: [Br:1][C:2]1[C:3]([CH:9]=[O:12])=[N:4][C:5]([Br:8])=[CH:6][CH:7]=1. (7) Given the reactants [Cl:1][C:2]1[CH:7]=[CH:6][C:5]([C@@H:8]2[N:14]([C@@H:15]([C:17]3[CH:22]=[CH:21][C:20]([Cl:23])=[CH:19][CH:18]=3)[CH3:16])[C:13](=[O:24])[C:12]3[CH:25]=[C:26](I)[CH:27]=[CH:28][C:11]=3[NH:10][C:9]2=[O:30])=[CH:4][CH:3]=1.[CH3:31][S-:32].[Na+], predict the reaction product. The product is: [Cl:1][C:2]1[CH:7]=[CH:6][C:5]([C@@H:8]2[N:14]([C@@H:15]([C:17]3[CH:22]=[CH:21][C:20]([Cl:23])=[CH:19][CH:18]=3)[CH3:16])[C:13](=[O:24])[C:12]3[CH:25]=[C:26]([S:32][CH3:31])[CH:27]=[CH:28][C:11]=3[NH:10][C:9]2=[O:30])=[CH:4][CH:3]=1.